This data is from Full USPTO retrosynthesis dataset with 1.9M reactions from patents (1976-2016). The task is: Predict the reactants needed to synthesize the given product. (1) The reactants are: [CH:1]([NH:4][C:5]1[CH:10]=[CH:9][C:8]2[O:11][CH2:12][O:13][C:7]=2[CH:6]=1)([CH3:3])[CH3:2].[O:14]([C:16]#[N:17])[Na]. Given the product [CH:1]([N:4]([C:5]1[CH:10]=[CH:9][C:8]2[O:11][CH2:12][O:13][C:7]=2[CH:6]=1)[C:16]([NH2:17])=[O:14])([CH3:3])[CH3:2], predict the reactants needed to synthesize it. (2) The reactants are: [Cl:1][C:2]1[CH:7]=[CH:6][CH:5]=[CH:4][C:3]=1[C:8]1[N:9]([C:24]2[CH:29]=[CH:28][C:27]([Cl:30])=[CH:26][CH:25]=2)[C:10]2[C:15]([N:16]=1)=[C:14]([NH:17][C@@H:18]1[CH2:23][CH2:22][CH2:21][NH:20][CH2:19]1)[N:13]=[CH:12][N:11]=2.[CH3:31][S:32](Cl)(=[O:34])=[O:33].C(N(CC)CC)C. Given the product [Cl:1][C:2]1[CH:7]=[CH:6][CH:5]=[CH:4][C:3]=1[C:8]1[N:9]([C:24]2[CH:25]=[CH:26][C:27]([Cl:30])=[CH:28][CH:29]=2)[C:10]2[C:15]([N:16]=1)=[C:14]([NH:17][C@@H:18]1[CH2:23][CH2:22][CH2:21][N:20]([S:32]([CH3:31])(=[O:34])=[O:33])[CH2:19]1)[N:13]=[CH:12][N:11]=2, predict the reactants needed to synthesize it. (3) Given the product [Cl:1][C:2]1[CH:3]=[C:4]([C:8]2[O:12][N:11]=[C:10]([C@H:13]([O:15][C:20]3[N:21]([CH3:31])[C:22]([C:25]4[CH:30]=[CH:29][N:28]=[CH:27][CH:26]=4)=[N:23][N:24]=3)[CH3:14])[CH:9]=2)[CH:5]=[CH:6][CH:7]=1, predict the reactants needed to synthesize it. The reactants are: [Cl:1][C:2]1[CH:3]=[C:4]([C:8]2[O:12][N:11]=[C:10]([C@H:13]([OH:15])[CH3:14])[CH:9]=2)[CH:5]=[CH:6][CH:7]=1.CS([C:20]1[N:21]([CH3:31])[C:22]([C:25]2[CH:30]=[CH:29][N:28]=[CH:27][CH:26]=2)=[N:23][N:24]=1)(=O)=O.[Cl-].[Cs+].O. (4) Given the product [CH:2]([C@H:15]1[C@@H:20]([O:21][CH2:22][C:23]2[CH:24]=[CH:25][C:26]([C:29]([F:32])([F:30])[F:31])=[CH:27][CH:28]=2)[CH2:19][CH2:18][N:17]([C:36](=[O:37])[CH2:35][O:34][CH3:33])[CH2:16]1)([C:9]1[CH:10]=[CH:11][CH:12]=[CH:13][CH:14]=1)[C:3]1[CH:4]=[CH:5][CH:6]=[CH:7][CH:8]=1, predict the reactants needed to synthesize it. The reactants are: Cl.[CH:2]([C@H:15]1[C@@H:20]([O:21][CH2:22][C:23]2[CH:28]=[CH:27][C:26]([C:29]([F:32])([F:31])[F:30])=[CH:25][CH:24]=2)[CH2:19][CH2:18][NH:17][CH2:16]1)([C:9]1[CH:14]=[CH:13][CH:12]=[CH:11][CH:10]=1)[C:3]1[CH:8]=[CH:7][CH:6]=[CH:5][CH:4]=1.[CH3:33][O:34][CH2:35][C:36](O)=[O:37]. (5) Given the product [CH2:4]([C:6]1[C:15]([CH3:16])=[C:14]([OH:17])[CH:13]=[CH:12][C:7]=1[C:8]([NH:2][NH2:3])=[O:9])[CH3:5], predict the reactants needed to synthesize it. The reactants are: O.[NH2:2][NH2:3].[CH2:4]([C:6]1[C:15]([CH3:16])=[C:14]([OH:17])[CH:13]=[CH:12][C:7]=1[C:8](OC)=[O:9])[CH3:5]. (6) Given the product [CH3:21][O:22][C:23]1[CH:24]=[C:25]([NH:26][C:7]2[CH:12]=[CH:11][C:10]([CH:13]([CH3:18])[C:14]([OH:16])=[O:15])=[CH:9][CH:8]=2)[CH:27]=[CH:28][CH:29]=1, predict the reactants needed to synthesize it. The reactants are: FC(F)(F)S(O[C:7]1[CH:12]=[CH:11][C:10]([CH:13]([CH3:18])[C:14]([O:16]C)=[O:15])=[CH:9][CH:8]=1)(=O)=O.[CH3:21][O:22][C:23]1[CH:24]=[C:25]([CH:27]=[CH:28][CH:29]=1)[NH2:26]. (7) Given the product [NH2:1][C:2]1[C:7]([NH2:8])=[CH:6][CH:5]=[CH:4][C:3]=1[O:11][CH3:12], predict the reactants needed to synthesize it. The reactants are: [NH2:1][C:2]1[C:7]([N+:8]([O-])=O)=[CH:6][CH:5]=[CH:4][C:3]=1[O:11][CH3:12]. (8) Given the product [Cl:1][C:2]1[CH:7]=[C:6]([C:8]([F:11])([F:10])[F:9])[CH:5]=[CH:4][C:3]=1[CH2:12][CH2:13][C:14]([OH:16])=[O:15], predict the reactants needed to synthesize it. The reactants are: [Cl:1][C:2]1[CH:7]=[C:6]([C:8]([F:11])([F:10])[F:9])[CH:5]=[CH:4][C:3]=1/[CH:12]=[CH:13]/[C:14]([OH:16])=[O:15]. (9) Given the product [CH:19]([OH:21])([CH3:20])[CH3:18].[ClH:17].[NH2:8][C:7]1[C:2]([OH:1])=[N:3][C:4]([S:13][CH2:14][CH2:15][CH3:16])=[N:5][C:6]=1[OH:12], predict the reactants needed to synthesize it. The reactants are: [OH:1][C:2]1[C:7]([NH:8]C(=O)C)=[C:6]([OH:12])[N:5]=[C:4]([S:13][CH2:14][CH2:15][CH3:16])[N:3]=1.[ClH:17].[CH3:18][CH:19]([OH:21])[CH3:20].